Dataset: Reaction yield outcomes from USPTO patents with 853,638 reactions. Task: Predict the reaction yield, written as a fraction of the theoretical maximum amount of product (1.0 means a 100% yield; for example, 0.34 means a 34% yield). (1) The reactants are [F:1][C:2]1[CH:11]=[C:10]2[C:5]([CH:6]([C:12]([OH:14])=[O:13])[CH2:7][CH2:8][O:9]2)=[CH:4][CH:3]=1.[CH2:15]1COCC1. The catalyst is CO.S(=O)(=O)(O)O.C(OCC)(=O)C.C(=O)(O)[O-].[Na+]. The product is [F:1][C:2]1[CH:11]=[C:10]2[C:5]([CH:6]([C:12]([O:14][CH3:15])=[O:13])[CH2:7][CH2:8][O:9]2)=[CH:4][CH:3]=1. The yield is 0.987. (2) The reactants are [NH2:1][C:2]1[CH:7]=[CH:6][C:5]([NH:8][S:9]([CH3:12])(=[O:11])=[O:10])=[CH:4][C:3]=1[S:13]([NH2:16])(=[O:15])=[O:14].Cl[C:18](=[O:25])[CH2:19][C:20]([O:22][CH2:23][CH3:24])=[O:21]. The catalyst is CN(C)C(=O)C.C(OCC)C.C(OCC)(=O)C. The product is [CH2:23]([O:22][C:20](=[O:21])[CH2:19][C:18]([NH:1][C:2]1[CH:7]=[CH:6][C:5]([NH:8][S:9]([CH3:12])(=[O:10])=[O:11])=[CH:4][C:3]=1[S:13](=[O:14])(=[O:15])[NH2:16])=[O:25])[CH3:24]. The yield is 0.974. (3) The reactants are [Cl-].O[NH3+:3].[C:4](=[O:7])([O-])[OH:5].[Na+].CS(C)=O.[F:13][C:14]1[CH:47]=[CH:46][C:45]([F:48])=[CH:44][C:15]=1[O:16][C:17]1[C:22](=[O:23])[N:21]([CH2:24][C:25]2[CH:30]=[CH:29][C:28]([C:31]3[C:32]([C:37]#[N:38])=[CH:33][CH:34]=[CH:35][CH:36]=3)=[CH:27][CH:26]=2)[C:20]([CH2:39][CH2:40][CH3:41])=[N:19][C:18]=1[CH2:42][CH3:43]. The catalyst is C(OCC)(=O)C. The product is [F:13][C:14]1[CH:47]=[CH:46][C:45]([F:48])=[CH:44][C:15]=1[O:16][C:17]1[C:22](=[O:23])[N:21]([CH2:24][C:25]2[CH:26]=[CH:27][C:28]([C:31]3[CH:36]=[CH:35][CH:34]=[CH:33][C:32]=3[C:37]3[NH:3][C:4](=[O:7])[O:5][N:38]=3)=[CH:29][CH:30]=2)[C:20]([CH2:39][CH2:40][CH3:41])=[N:19][C:18]=1[CH2:42][CH3:43]. The yield is 0.570. (4) The reactants are [Cl:1][C:2]1[CH:3]=[C:4]2[C:9](=[CH:10][CH:11]=1)[C:8](=[O:12])[N:7]([CH3:13])[C:6]([C:14]([O:16][CH2:17][CH3:18])=[O:15])=[C:5]2[OH:19].[H-].[Na+].C1C=CC(N([S:29]([C:32]([F:35])([F:34])[F:33])(=[O:31])=[O:30])[S:29]([C:32]([F:35])([F:34])[F:33])(=[O:31])=[O:30])=CC=1.O. The catalyst is O1CCCC1. The product is [Cl:1][C:2]1[CH:3]=[C:4]2[C:9](=[CH:10][CH:11]=1)[C:8](=[O:12])[N:7]([CH3:13])[C:6]([C:14]([O:16][CH2:17][CH3:18])=[O:15])=[C:5]2[O:19][S:29]([C:32]([F:35])([F:34])[F:33])(=[O:31])=[O:30]. The yield is 0.688. (5) The reactants are [CH2:1]([C:3]1[C:4](C(O)=O)=[CH:5][N:6]2[C:11]=1[C:10]([NH:12][C:13]1[CH:14]=[N:15][C:16]([O:19][CH3:20])=[CH:17][CH:18]=1)=[N:9][CH:8]=[N:7]2)[CH3:2].C([N:26]([CH2:29]C)CC)C.C1(P(N=[N+]=[N-])(C2C=CC=CC=2)=[O:38])C=CC=CC=1.[CH2:48]([OH:55])[C:49]1[CH:54]=[CH:53][CH:52]=[CH:51][CH:50]=1. The catalyst is O1CCOCC1. The product is [C:49]1([CH2:48][O:55][C:29](=[O:38])[NH:26][C:4]2[C:3]([CH2:1][CH3:2])=[C:11]3[N:6]([CH:5]=2)[N:7]=[CH:8][N:9]=[C:10]3[NH:12][C:13]2[CH:14]=[N:15][C:16]([O:19][CH3:20])=[CH:17][CH:18]=2)[CH:54]=[CH:53][CH:52]=[CH:51][CH:50]=1. The yield is 0.600. (6) The reactants are [F:1][C:2]1([F:19])[CH2:4][CH:3]1[CH:5]1[C:14]2[C:9](=[CH:10][CH:11]=[CH:12][CH:13]=2)[N:8]([CH2:15][C:16]([NH2:18])=O)[CH2:7][CH2:6]1.O1CCCC1.B. The catalyst is C1COCC1. The product is [F:19][C:2]1([F:1])[CH2:4][CH:3]1[CH:5]1[C:14]2[C:9](=[CH:10][CH:11]=[CH:12][CH:13]=2)[N:8]([CH2:15][CH2:16][NH2:18])[CH2:7][CH2:6]1. The yield is 0.640. (7) The reactants are [C:1]([C@H:6]1[C@H:15]([C:16]([O:18]CC)=[O:17])[CH2:14][C:13]2[C:8](=[CH:9][CH:10]=[CH:11][CH:12]=2)[CH2:7]1)([O:3][CH2:4][CH3:5])=[O:2].[OH-].[Na+].Cl. The catalyst is C(O)C.C(OCC)(=O)C. The product is [C:1]([C@H:6]1[C@H:15]([C:16]([OH:18])=[O:17])[CH2:14][C:13]2[C:8](=[CH:9][CH:10]=[CH:11][CH:12]=2)[CH2:7]1)([O:3][CH2:4][CH3:5])=[O:2]. The yield is 0.730. (8) The reactants are Cl[CH2:2][CH2:3][CH2:4][CH2:5][O:6][C:7]1[CH:16]=[C:15]2[C:10]([C:11]([O:17][C:18]3[CH:23]=[CH:22][C:21]([CH3:24])=[CH:20][C:19]=3[C:25]([C:27]3[CH:32]=[CH:31][CH:30]=[CH:29][CH:28]=3)=[O:26])=[CH:12][CH:13]=[N:14]2)=[CH:9][C:8]=1[O:33][CH3:34].[NH:35]1[CH:39]=[CH:38][N:37]=[CH:36]1.[C:40](=O)([O-])[O-:41].[K+].[K+].O. The catalyst is CN(C)C=O. The product is [N:35]1([C:40]([CH2:2][CH2:3][CH2:4][CH2:5][O:6][C:7]2[CH:16]=[C:15]3[C:10]([C:11]([O:17][C:18]4[CH:23]=[CH:22][C:21]([CH3:24])=[CH:20][C:19]=4[C:25]([C:27]4[CH:32]=[CH:31][CH:30]=[CH:29][CH:28]=4)=[O:26])=[CH:12][CH:13]=[N:14]3)=[CH:9][C:8]=2[O:33][CH3:34])=[O:41])[CH:39]=[CH:38][N:37]=[CH:36]1. The yield is 0.240. (9) The reactants are [CH2:1]([NH:8][CH2:9][C@@H:10]1[CH2:14][C@@H:13]([S:15]CC2C=CC(OC)=CC=2)[CH2:12][N:11]1[S:25]([CH3:28])(=[O:27])=[O:26])[C:2]1[CH:7]=[CH:6][CH:5]=[CH:4][CH:3]=1.C([SiH](CC)CC)C.O.CCOCC.[C:42]([OH:48])([C:44]([F:47])([F:46])[F:45])=[O:43]. No catalyst specified. The product is [F:45][C:44]([F:47])([F:46])[C:42]([OH:48])=[O:43].[CH2:1]([NH:8][CH2:9][C@H:10]1[N:11]([S:25]([CH3:28])(=[O:27])=[O:26])[CH2:12][C@H:13]([SH:15])[CH2:14]1)[C:2]1[CH:7]=[CH:6][CH:5]=[CH:4][CH:3]=1. The yield is 0.910. (10) The reactants are S(Cl)([Cl:3])=O.[NH2:5][C:6]1[CH:11]=[C:10]([Br:12])[CH:9]=[CH:8][C:7]=1[N:13]([CH3:17])[CH2:14][CH2:15]O. The catalyst is C(Cl)Cl.CN(C=O)C. The product is [Br:12][C:10]1[CH:11]=[C:6]([NH2:5])[C:7]([N:13]([CH2:14][CH2:15][Cl:3])[CH3:17])=[CH:8][CH:9]=1. The yield is 0.410.